From a dataset of Drug-target binding data from BindingDB using IC50 measurements. Regression. Given a target protein amino acid sequence and a drug SMILES string, predict the binding affinity score between them. We predict pIC50 (pIC50 = -log10(IC50 in M); higher means more potent). Dataset: bindingdb_ic50. The compound is NC(N)=NN=CC1=C(C(F)(F)F)c2ccccc2CC1. The target protein (P03373) has sequence REEQVTSEQAKFWLGLGGGRVSPPGPECIEKPATERRIDKGEEMGETTVQRDAKMAPEKMATPKTVGTSCYQCGTATGCNCVTASAPPPPYVGSGLYPSLAGAGEQGQGGDTPRGAEQPRAEPGHAGQAPGPALTDWARIREELASTGPPVVAMPVVIKTEGPAWTPLEPEDTRWLDGKHKRKSSQCLVKSSMSGYIPSCLDKDEQCVVCGDKATGYHYRCITCEGCKSFFRRTIQKNLHPTYSCTYDGCCVIDKITRNQCQLCRFKKCISVGMAMDLVLDDSKRVAKRKLIEENRERRRKEEMIKSLQHRPSPSAEEWELIHVVTEAHRSTNAQGSHWKQRRKFLLEDIGQSPMASMLDGDKVDLEAFSEFTKIITPAITRVVDFAKNLPMFSELPCEDQIILLKGCCMEIMSLRAAVRYDPESETLTLSGEMAVKREQLKNGGLGVVSDAIFDLGKSLSAFNLDDTEVALLQAVLLMSSDRTGLICVDKIEKCQESYL.... The pIC50 is 4.9.